Dataset: Peptide-MHC class II binding affinity with 134,281 pairs from IEDB. Task: Regression. Given a peptide amino acid sequence and an MHC pseudo amino acid sequence, predict their binding affinity value. This is MHC class II binding data. The peptide sequence is AAATAGTTVYGEFAA. The MHC is HLA-DQA10401-DQB10402 with pseudo-sequence HLA-DQA10401-DQB10402. The binding affinity (normalized) is 0.554.